From a dataset of Full USPTO retrosynthesis dataset with 1.9M reactions from patents (1976-2016). Predict the reactants needed to synthesize the given product. (1) Given the product [Cl:20][C:17]1[CH:16]=[CH:15][C:14]([CH2:13][CH:5]2[C:6](=[O:12])[C:7]([CH3:11])([CH3:10])[CH2:8][CH2:9]2)=[CH:19][CH:18]=1, predict the reactants needed to synthesize it. The reactants are: COC([C:5]1([CH2:13][C:14]2[CH:19]=[CH:18][C:17]([Cl:20])=[CH:16][CH:15]=2)[CH2:9][CH2:8][C:7]([CH3:11])([CH3:10])[C:6]1=[O:12])=O.CN(C)C(=O)C.Cl.C(N(CC)CC)C.O.C(=O)(O)[O-].[Na+]. (2) Given the product [CH3:33][N:28]1[C@@H:29]([CH3:32])[CH2:30][CH2:31][N:26]2[C:25](=[O:35])[N:24]=[C:23]([O:1][CH2:2][C:3]3[CH:4]=[CH:5][C:6]([O:11][C:12]4[CH:17]=[CH:16][C:15]([C:18]([F:19])([F:20])[F:21])=[CH:14][CH:13]=4)=[C:7]([CH:10]=3)[C:8]#[N:9])[CH:34]=[C:27]12, predict the reactants needed to synthesize it. The reactants are: [OH:1][CH2:2][C:3]1[CH:4]=[CH:5][C:6]([O:11][C:12]2[CH:17]=[CH:16][C:15]([C:18]([F:21])([F:20])[F:19])=[CH:14][CH:13]=2)=[C:7]([CH:10]=1)[C:8]#[N:9].Cl[C:23]1[CH:34]=[C:27]2[N:28]([CH3:33])[C@@H:29]([CH3:32])[CH2:30][CH2:31][N:26]2[C:25](=[O:35])[N:24]=1. (3) Given the product [Cl:17][C:16]1[C:2]([Cl:1])=[CH:3][C:4]2[NH:8][C:7]([C:9]([OH:14])([C:18]#[C:19][CH3:20])[C:10]([F:13])([F:11])[F:12])=[N:6][C:5]=2[CH:15]=1, predict the reactants needed to synthesize it. The reactants are: [Cl:1][C:2]1[C:16]([Cl:17])=[CH:15][C:5]2[NH:6][C:7]([C:9](=[O:14])[C:10]([F:13])([F:12])[F:11])=[N:8][C:4]=2[CH:3]=1.[C:18]([Mg]Br)#[C:19][CH3:20]. (4) The reactants are: S(=O)(=O)(O)O.FC(F)(F)C(O)=O.[F:13][C:14]1[CH:20]=[CH:19][C:17]([NH2:18])=[CH:16][CH:15]=1.N([O-])=O.[Na+].[N-:25]=[N+:26]=[N-].[Na+]. Given the product [N:18]([C:17]1[CH:19]=[CH:20][C:14]([F:13])=[CH:15][CH:16]=1)=[N+:25]=[N-:26], predict the reactants needed to synthesize it.